From a dataset of Catalyst prediction with 721,799 reactions and 888 catalyst types from USPTO. Predict which catalyst facilitates the given reaction. (1) Reactant: [Cl:1][C:2]1[CH:7]=[C:6]([F:8])[C:5]([N:9]2[C:14](=[O:15])[CH:13]=[C:12]([C:16]([F:19])([F:18])[F:17])[NH:11][C:10]2=[O:20])=[C:4]([N+:21]([O-:23])=[O:22])[C:3]=1[O:24][CH3:25].[C:26](=O)([O-])[O-].[K+].[K+].COS(OC)(=O)=O.O. Product: [Cl:1][C:2]1[CH:7]=[C:6]([F:8])[C:5]([N:9]2[C:14](=[O:15])[CH:13]=[C:12]([C:16]([F:18])([F:17])[F:19])[N:11]([CH3:26])[C:10]2=[O:20])=[C:4]([N+:21]([O-:23])=[O:22])[C:3]=1[O:24][CH3:25]. The catalyst class is: 9. (2) Reactant: [Br:1][C:2]1[CH:7]=[C:6]([Cl:8])[CH:5]=[CH:4][N:3]=1.[Li+].CC([N-]C(C)C)C.[O:17]1[CH2:20][C:19](=[O:21])[CH2:18]1.[NH4+].[Cl-]. Product: [Br:1][C:2]1[C:7]([C:19]2([OH:21])[CH2:20][O:17][CH2:18]2)=[C:6]([Cl:8])[CH:5]=[CH:4][N:3]=1. The catalyst class is: 721. (3) Reactant: C[O:2][C:3](=[O:30])[C:4]1[CH:9]=[CH:8][C:7]([O:10][CH2:11][CH2:12][O:13][C:14]2[CH:19]=[CH:18][C:17]([S:20]([C:23]([F:26])([F:25])[F:24])(=[O:22])=[O:21])=[CH:16][C:15]=2[N+:27]([O-:29])=[O:28])=[CH:6][CH:5]=1.Cl. Product: [N+:27]([C:15]1[CH:16]=[C:17]([S:20]([C:23]([F:26])([F:24])[F:25])(=[O:22])=[O:21])[CH:18]=[CH:19][C:14]=1[O:13][CH2:12][CH2:11][O:10][C:7]1[CH:6]=[CH:5][C:4]([C:3]([OH:30])=[O:2])=[CH:9][CH:8]=1)([O-:29])=[O:28]. The catalyst class is: 214. (4) Reactant: [Cl:1][C:2]1[CH:3]=[C:4]([C:12]2[O:16][N:15]=[C:14]([C:17]3[CH:18]=[C:19]4[C:23](=[CH:24][CH:25]=3)[NH:22][N:21]=[CH:20]4)[N:13]=2)[CH:5]=[CH:6][C:7]=1[O:8][CH:9]([CH3:11])[CH3:10].Br[CH2:27][C:28]([CH3:35])([CH3:34])[C:29]([O:31][CH2:32][CH3:33])=[O:30].C([O-])([O-])=O.[Cs+].[Cs+]. Product: [Cl:1][C:2]1[CH:3]=[C:4]([C:12]2[O:16][N:15]=[C:14]([C:17]3[CH:18]=[C:19]4[C:23](=[CH:24][CH:25]=3)[N:22]([CH2:27][C:28]([CH3:35])([CH3:34])[C:29]([O:31][CH2:32][CH3:33])=[O:30])[N:21]=[CH:20]4)[N:13]=2)[CH:5]=[CH:6][C:7]=1[O:8][CH:9]([CH3:11])[CH3:10].[Cl:1][C:2]1[CH:3]=[C:4]([C:12]2[O:16][N:15]=[C:14]([C:17]3[CH:25]=[CH:24][C:23]4[C:19](=[CH:20][N:21]([CH2:27][C:28]([CH3:35])([CH3:34])[C:29]([O:31][CH2:32][CH3:33])=[O:30])[N:22]=4)[CH:18]=3)[N:13]=2)[CH:5]=[CH:6][C:7]=1[O:8][CH:9]([CH3:11])[CH3:10]. The catalyst class is: 3.